From a dataset of Reaction yield outcomes from USPTO patents with 853,638 reactions. Predict the reaction yield, written as a fraction of the theoretical maximum amount of product (1.0 means a 100% yield; for example, 0.34 means a 34% yield). (1) The reactants are [Si:1]([O:8][C@@H:9]([C@H:14]1[CH2:18][O:17][C:16]([CH3:20])([CH3:19])[O:15]1)[C@@H:10]([CH3:13])[CH2:11]O)([C:4]([CH3:7])([CH3:6])[CH3:5])([CH3:3])[CH3:2].CC(OC(/N=N/C(OC(C)C)=O)=O)C.C1C=CC(P(C2C=CC=CC=2)C2C=CC=CC=2)=CC=1.C1C=CC(P([N:68]=[N+:69]=[N-:70])(C2C=CC=CC=2)=O)=CC=1. The catalyst is C1COCC1. The product is [N:68]([CH2:11][C@H:10]([CH3:13])[C@H:9]([C@H:14]1[CH2:18][O:17][C:16]([CH3:20])([CH3:19])[O:15]1)[O:8][Si:1]([C:4]([CH3:7])([CH3:6])[CH3:5])([CH3:3])[CH3:2])=[N+:69]=[N-:70]. The yield is 0.620. (2) The reactants are [F:1][C:2]1[CH:10]=[C:9]2[C:5]([C:6]([N:11]=[C:12]=S)=[N:7][NH:8]2)=[CH:4][CH:3]=1.C(N(CC)CC)C.Cl.Cl.[NH2:23][CH2:24][C@@:25]1([OH:33])[CH:30]2[CH2:31][CH2:32][N:27]([CH2:28][CH2:29]2)[CH2:26]1.C(N=C=NC(C)C)(C)C. The catalyst is CN(C=O)C. The product is [F:1][C:2]1[CH:10]=[C:9]2[C:5]([C:6]([NH:11][C:12]3[O:33][C@:25]4([CH2:24][N:23]=3)[CH:30]3[CH2:31][CH2:32][N:27]([CH2:28][CH2:29]3)[CH2:26]4)=[N:7][NH:8]2)=[CH:4][CH:3]=1. The yield is 0.640. (3) The reactants are Br[C:2]1[CH:3]=[C:4]([CH:8]2[CH2:17][C:16]([CH3:19])([CH3:18])[C:15]3[C:10](=[C:11]([CH3:21])[CH:12]=[C:13]([F:20])[CH:14]=3)[NH:9]2)[CH:5]=[CH:6][CH:7]=1.[NH2:22][C:23]1([C:26]([OH:28])=[O:27])[CH2:25][CH2:24]1.C(=O)([O-])[O-].[K+].[K+]. The catalyst is CS(C)=O.[Cu]I. The product is [F:20][C:13]1[CH:14]=[C:15]2[C:10](=[C:11]([CH3:21])[CH:12]=1)[NH:9][CH:8]([C:4]1[CH:3]=[C:2]([NH:22][C:23]3([C:26]([OH:28])=[O:27])[CH2:25][CH2:24]3)[CH:7]=[CH:6][CH:5]=1)[CH2:17][C:16]2([CH3:19])[CH3:18]. The yield is 0.301. (4) The yield is 1.00. The reactants are [Cl:1][C:2]1[C:10]([O:11][CH3:12])=[CH:9][C:5]([C:6]([OH:8])=O)=[CH:4][N:3]=1.S(Cl)(Cl)=O.C([N:19]([CH2:22][CH3:23])[CH2:20][CH3:21])C.C1N2CN3CN(C2)CN1C3.[CH3:34][C:35](OC)(C)C. The product is [N:19]1([C:6]([C:5]2[CH:4]=[N:3][C:2]([Cl:1])=[C:10]([O:11][CH3:12])[CH:9]=2)=[O:8])[CH2:20][CH2:21][CH2:35][CH2:34][CH2:23][CH2:22]1. No catalyst specified. (5) The reactants are [Cl:1][S:2]([OH:5])(=O)=[O:3].[N:6]1[CH:11]=[CH:10][C:9]([C:12]2[C:21]3[C:16](=[CH:17][CH:18]=[C:19]([C:22]4[CH:23]=[CH:24][C:25]([NH2:28])=[N:26][CH:27]=4)[CH:20]=3)[N:15]=[CH:14][CH:13]=2)=[CH:8][CH:7]=1. No catalyst specified. The product is [NH2:28][C:25]1[C:24]([S:2]([Cl:1])(=[O:5])=[O:3])=[CH:23][C:22]([C:19]2[CH:20]=[C:21]3[C:16](=[CH:17][CH:18]=2)[N:15]=[CH:14][CH:13]=[C:12]3[C:9]2[CH:10]=[CH:11][N:6]=[CH:7][CH:8]=2)=[CH:27][N:26]=1. The yield is 0.470. (6) The reactants are [CH2:1]([O:8][C:9]1[CH:14]=[C:13]([O:15][CH2:16][C:17]2[CH:22]=[CH:21][CH:20]=[CH:19][CH:18]=2)[C:12]([CH:23]([CH3:25])[CH3:24])=[CH:11][C:10]=1[C:26]1[O:30][N:29]=[C:28]([C:31]([NH:33][CH2:34][CH3:35])=[O:32])[C:27]=1[C:36]1[NH:40][N:39]=[N:38][N:37]=1)[C:2]1[CH:7]=[CH:6][CH:5]=[CH:4][CH:3]=1.I[CH2:42][CH3:43]. No catalyst specified. The product is [CH2:1]([O:8][C:9]1[CH:14]=[C:13]([O:15][CH2:16][C:17]2[CH:18]=[CH:19][CH:20]=[CH:21][CH:22]=2)[C:12]([CH:23]([CH3:25])[CH3:24])=[CH:11][C:10]=1[C:26]1[O:30][N:29]=[C:28]([C:31]([NH:33][CH2:34][CH3:35])=[O:32])[C:27]=1[C:36]1[N:37]=[N:38][N:39]([CH2:42][CH3:43])[N:40]=1)[C:2]1[CH:7]=[CH:6][CH:5]=[CH:4][CH:3]=1. The yield is 0.660.